This data is from Catalyst prediction with 721,799 reactions and 888 catalyst types from USPTO. The task is: Predict which catalyst facilitates the given reaction. (1) The catalyst class is: 4. Product: [C:1]1([S:7]([N:10]2[C:18]3[C:13](=[CH:14][CH:15]=[CH:16][CH:17]=3)[C:12]([C:19]([N:32]3[CH2:33][CH2:34][N:29]([CH3:28])[CH2:30][CH2:31]3)=[O:20])=[CH:11]2)(=[O:9])=[O:8])[CH:2]=[CH:3][CH:4]=[CH:5][CH:6]=1. Reactant: [C:1]1([S:7]([N:10]2[C:18]3[C:13](=[CH:14][CH:15]=[CH:16][CH:17]=3)[C:12]([C:19](O)=[O:20])=[CH:11]2)(=[O:9])=[O:8])[CH:6]=[CH:5][CH:4]=[CH:3][CH:2]=1.C(Cl)(=O)C(Cl)=O.[CH3:28][N:29]1[CH2:34][CH2:33][NH:32][CH2:31][CH2:30]1. (2) Reactant: [NH2:1][C:2]1[C:3]2[N:4]([C:8]([C@@H:12]3[O:17][CH2:16][C@H:15]4[CH2:18][CH2:19][C:20](=[O:21])[N:14]4[CH2:13]3)=[N:9][C:10]=2Br)[CH:5]=[CH:6][N:7]=1.[CH3:22][O:23][C:24]1[CH:25]=[C:26]([CH:40]=[CH:41][C:42]=1B1OC(C)(C)C(C)(C)O1)[C:27]([NH:29][C:30]1[CH:35]=[C:34]([C:36]([F:39])([F:38])[F:37])[CH:33]=[CH:32][N:31]=1)=[O:28].C([O-])([O-])=O.[K+].[K+]. Product: [NH2:1][C:2]1[C:3]2[N:4]([C:8]([C@@H:12]3[O:17][CH2:16][C@H:15]4[CH2:18][CH2:19][C:20](=[O:21])[N:14]4[CH2:13]3)=[N:9][C:10]=2[C:42]2[CH:41]=[CH:40][C:26]([C:27]([NH:29][C:30]3[CH:35]=[C:34]([C:36]([F:39])([F:37])[F:38])[CH:33]=[CH:32][N:31]=3)=[O:28])=[CH:25][C:24]=2[O:23][CH3:22])[CH:5]=[CH:6][N:7]=1. The catalyst class is: 38. (3) Reactant: [CH2:1]([C@@:8]1([F:30])[C@H:17]2[C@H:12]([C@@H:13]3C(=O)[C@:18](CC4C=CC=CC=4)(F)[C@H:16]2[CH:15]=[CH:14]3)[CH:11]=[CH:10][C:9]1=[O:29])C1C=CC=CC=1.C1[CH:35]2[CH:36]3[CH:40]=[CH:39][CH:38]([CH:34]2C=C1)C3. Product: [CH2:1]([C@@:8]1([F:30])[C@@H:17]2[C@@H:16]3[C@H:15]([C@@H:10]([CH:11]=[CH:12]2)[C:9]1=[O:29])[CH:14]=[CH:13][CH2:18]3)[C:34]1[CH:38]=[CH:39][CH:40]=[CH:36][CH:35]=1. The catalyst class is: 728.